From a dataset of Forward reaction prediction with 1.9M reactions from USPTO patents (1976-2016). Predict the product of the given reaction. (1) Given the reactants [Cl:1][C:2]1[CH:10]=[C:6]([C:7]([OH:9])=O)[C:5]([OH:11])=[CH:4][CH:3]=1.[C:12]([C:15]1[CH:16]=[C:17]([CH:19]=[CH:20][CH:21]=1)[NH2:18])(=[O:14])[CH3:13], predict the reaction product. The product is: [Cl:1][C:2]1[CH:3]=[CH:4][C:5]([OH:11])=[C:6]([CH:10]=1)[C:7]([NH:18][C:17]1[CH:19]=[CH:20][CH:21]=[C:15]([C:12](=[O:14])[CH3:13])[CH:16]=1)=[O:9]. (2) Given the reactants [CH3:1][C:2]1[CH:7]=[CH:6][C:5]([C:8]2[O:12][N:11]=[CH:10][C:9]=2[C:13]([OH:15])=O)=[CH:4][CH:3]=1.[NH:16]1[CH2:20][CH2:19][CH2:18][CH2:17]1, predict the reaction product. The product is: [CH3:1][C:2]1[CH:3]=[CH:4][C:5]([C:8]2[O:12][N:11]=[CH:10][C:9]=2[C:13]([N:16]2[CH2:20][CH2:19][CH2:18][CH2:17]2)=[O:15])=[CH:6][CH:7]=1. (3) Given the reactants [NH2:1][CH:2]1[CH:7]([O:8]CC2C=CC=CC=2)[CH:6]([O:16]CC2C=CC=CC=2)[CH:5]([CH2:24][O:25]CC2C=CC=CC=2)[CH2:4][CH:3]1[OH:33], predict the reaction product. The product is: [NH2:1][CH:2]1[CH:3]([OH:33])[CH2:4][CH:5]([CH2:24][OH:25])[CH:6]([OH:16])[CH:7]1[OH:8]. (4) Given the reactants [CH:1]1([N:4]2[C:9](=[O:10])[C:8]3=[C:11]([NH:18][C:19]4[CH:24]=[CH:23][C:22]([I:25])=[CH:21][C:20]=4[F:26])[N:12]([CH3:17])[C:13](=[O:16])[C:14]([CH3:15])=[C:7]3[N:6]([C:27]3[CH:28]=[C:29]([NH:33][C:34]([CH:36]4[CH2:39][N:38](C(OC(C)(C)C)=O)[CH2:37]4)=[O:35])[CH:30]=[CH:31][CH:32]=3)[C:5]2=[O:47])[CH2:3][CH2:2]1.C(O)(C(F)(F)F)=O, predict the reaction product. The product is: [CH:1]1([N:4]2[C:9](=[O:10])[C:8]3=[C:11]([NH:18][C:19]4[CH:24]=[CH:23][C:22]([I:25])=[CH:21][C:20]=4[F:26])[N:12]([CH3:17])[C:13](=[O:16])[C:14]([CH3:15])=[C:7]3[N:6]([C:27]3[CH:28]=[C:29]([NH:33][C:34]([CH:36]4[CH2:37][NH:38][CH2:39]4)=[O:35])[CH:30]=[CH:31][CH:32]=3)[C:5]2=[O:47])[CH2:2][CH2:3]1. (5) Given the reactants [C:1]([C:4]1[CH:5]=[C:6]2[C:10](=[CH:11][CH:12]=1)[N:9]([CH3:13])[C:8]1[N:14]([CH3:26])[C:15](=[O:25])[C:16]([C:18]3[CH:23]=[CH:22][C:21]([Br:24])=[CH:20][CH:19]=3)=[CH:17][C:7]2=1)(=[O:3])[CH3:2].CC(O[CH:32](N(C)C)[N:33]([CH3:35])[CH3:34])(C)C, predict the reaction product. The product is: [Br:24][C:21]1[CH:20]=[CH:19][C:18]([C:16]2[C:15](=[O:25])[N:14]([CH3:26])[C:8]3[N:9]([CH3:13])[C:10]4[C:6]([C:7]=3[CH:17]=2)=[CH:5][C:4]([C:1](=[O:3])[CH:2]=[CH:32][N:33]([CH3:35])[CH3:34])=[CH:12][CH:11]=4)=[CH:23][CH:22]=1. (6) Given the reactants O.NN.C1(=O)[N:8]([CH2:9][CH2:10][CH2:11][P:12](=[O:19])([O:16][CH2:17][CH3:18])[O:13][CH2:14][CH3:15])C(=O)C2=CC=CC=C12, predict the reaction product. The product is: [NH2:8][CH2:9][CH2:10][CH2:11][P:12](=[O:19])([O:13][CH2:14][CH3:15])[O:16][CH2:17][CH3:18]. (7) Given the reactants C([N:8]1[CH2:13][CH2:12][C:11]([C:20]([N:22]2[CH2:27][CH2:26][N:25]([CH3:28])[CH2:24][CH2:23]2)=[O:21])([C:14]2[CH:19]=[CH:18][CH:17]=[CH:16][CH:15]=2)[CH2:10][CH2:9]1)C1C=CC=CC=1.[H][H], predict the reaction product. The product is: [CH3:28][N:25]1[CH2:26][CH2:27][N:22]([C:20]([C:11]2([C:14]3[CH:19]=[CH:18][CH:17]=[CH:16][CH:15]=3)[CH2:10][CH2:9][NH:8][CH2:13][CH2:12]2)=[O:21])[CH2:23][CH2:24]1.